From a dataset of Experimentally validated miRNA-target interactions with 360,000+ pairs, plus equal number of negative samples. Binary Classification. Given a miRNA mature sequence and a target amino acid sequence, predict their likelihood of interaction. (1) The miRNA is mmu-miR-200c-5p with sequence CGUCUUACCCAGCAGUGUUUGG. The protein sequence of the target gene is MACGFRRAIACQLSRVLNLPPENLITSISAVPISQKEEVADFQLSVDSLLEKDNDHSRPDIQVQAKRLAEKLRCDTVVSEISTGQRTVNFKINRELLTKTVLQQVIEDGSKYGLKSELFSGLPQKKIVVEFSSPNVAKKFHVGHLRSTIIGNFIANLKEALGHQVIRINYLGDWGMQFGLLGTGFQLFGYEEKLQSNPLQHLFEVYVQVNKEAADDKSVAKAAQEFFQRLELGDVQALSLWQKFRDLSIEEYIRVYKRLGVYFDEYSGESFYREKSQEVLKLLESKGLLLKTIKGTAVVD.... Result: 0 (no interaction). (2) The protein sequence of the target gene is MAATELRGVVGPGPAAIAALGGGGAGPPVVGGGGGRGDAGPGSGAASGTVVAAAAGGPGPGAGGVAAAGPAPAPPTGGSGGSGAGGSGSAREGWLFKWTNYIKGYQRRWFVLSNGLLSYYRSKAEMRHTCRGTINLATANITVEDSCNFIISNGGAQTYHLKASSEVERQRWVTALELAKAKAVKMLAESDESGDEESVSQTDKTELQNTLRTLSSKVEDLSTCNDLIAKHGTALQRSLSELESLKLPAESNEKIKQVNERATLFRITSNAMINACRDFLMLAQTHSKKWQKSLQYERDQ.... Result: 0 (no interaction). The miRNA is hsa-miR-4254 with sequence GCCUGGAGCUACUCCACCAUCUC. (3) The miRNA is hsa-miR-532-5p with sequence CAUGCCUUGAGUGUAGGACCGU. The protein sequence of the target gene is MSAAQVSSSRRQSCYLCDLPRMPWAMIWDFSEPVCRGCVNYEGADRIEFVIETARQLKRAHGCFQDGRSPGPPPPVGVKTVALSAKEAAAAAAAAQQQQQQQQQQQQQLNHVDGSTKPAVLAAPSGLERYGLSAAAAAAAAAAAVEQRSRFEYPPPPVSLGSSSHAARLPNGLGGPNGFPKPAPEEGPPELNRQSPNSSSAATSVASRRGTHSGLVTGLPNPGGGGGPQLTVPPNLLPQTLLNGPASAAVLPPPHGLGGSRGPPTPAPPGAPGGPACLGGPPGVSATVSSAPSSTSSTVA.... Result: 0 (no interaction).